This data is from Forward reaction prediction with 1.9M reactions from USPTO patents (1976-2016). The task is: Predict the product of the given reaction. Given the reactants Cl[C:2]1[N:7]=[C:6]([CH2:8][CH2:9][C:10]2[CH:15]=[CH:14][CH:13]=[CH:12][C:11]=2[C:16]2([C:19]([NH2:21])=[O:20])[CH2:18][CH2:17]2)[C:5]([Cl:22])=[CH:4][N:3]=1.C([O-])([O-])=O.[Cs+].[Cs+].[NH2:29][C:30]1[CH:34]=[C:33]([CH3:35])[N:32](C(OC(C)(C)C)=O)[N:31]=1.NC1N(C(OC(C)(C)C)=O)N=C(C)C=1.CC1(C)C2C(=C(P(C3C=CC=CC=3)C3C=CC=CC=3)C=CC=2)OC2C(P(C3C=CC=CC=3)C3C=CC=CC=3)=CC=CC1=2.C(O)(C(F)(F)F)=O.C([O-])([O-])=O.[Na+].[Na+], predict the reaction product. The product is: [Cl:22][C:5]1[C:6]([CH2:8][CH2:9][C:10]2[CH:15]=[CH:14][CH:13]=[CH:12][C:11]=2[C:16]2([C:19]([NH2:21])=[O:20])[CH2:18][CH2:17]2)=[N:7][C:2]([NH:29][C:30]2[CH:34]=[C:33]([CH3:35])[NH:32][N:31]=2)=[N:3][CH:4]=1.